Dataset: Full USPTO retrosynthesis dataset with 1.9M reactions from patents (1976-2016). Task: Predict the reactants needed to synthesize the given product. (1) Given the product [CH:1]1[C:11]2[CH2:10][CH2:9][C:8]3[CH:12]=[CH:13][CH:14]=[CH:15][C:7]=3[C:6](=[CH:16][C:17]3[CH:24]=[CH:23][CH:22]=[CH:21][C:18]=3[CH:19]=[N:26][OH:27])[C:5]=2[CH:4]=[CH:3][CH:2]=1, predict the reactants needed to synthesize it. The reactants are: [CH:1]1[C:11]2[CH2:10][CH2:9][C:8]3[CH:12]=[CH:13][CH:14]=[CH:15][C:7]=3[C:6](=[CH:16][C:17]3[CH:24]=[CH:23][CH:22]=[CH:21][C:18]=3[CH:19]=O)[C:5]=2[CH:4]=[CH:3][CH:2]=1.Cl.[NH2:26][OH:27].CCOC(C)=O.CCCCCC. (2) The reactants are: [Br-:1].[Li+].CC1C=CC(S(O[C@@H:14]2[CH2:18][O:17][C@@H:16]3[C@H:19]([CH3:22])[CH2:20][O:21][C@H:15]23)(=O)=O)=CC=1. Given the product [Br:1][C@H:14]1[CH2:18][O:17][C@@H:16]2[C@H:19]([CH3:22])[CH2:20][O:21][C@H:15]12, predict the reactants needed to synthesize it. (3) Given the product [Cl:9][C:8]1[C:7](=[O:16])[C@@H:6]2[O:12][C@:3]([CH3:13])([C:2]=1[Cl:1])[CH:4]=[CH:5]2, predict the reactants needed to synthesize it. The reactants are: [Cl:1][C:2]1[C@:3]2([CH3:13])[O:12][C@H:6]([C:7](Cl)(Cl)[C:8]=1[Cl:9])[CH:5]=[CH:4]2.CC(C)=[O:16].C(=O)(O)[O-].[Na+]. (4) Given the product [Cl:24][C:25]1[CH:26]=[CH:27][C:28]([O:31][CH:32]2[CH2:37][CH2:36][N:35]([S:19]([CH2:18][C:5]3([CH2:7][N:8]4[C:12](=[O:13])[C:11]([CH3:15])([CH3:14])[N:10]([CH3:16])[C:9]4=[O:17])[NH:6][C:2](=[O:1])[NH:3][C:4]3=[O:23])(=[O:21])=[O:20])[CH2:34][CH2:33]2)=[N:29][CH:30]=1, predict the reactants needed to synthesize it. The reactants are: [O:1]=[C:2]1[NH:6][C:5]([CH2:18][S:19](Cl)(=[O:21])=[O:20])([CH2:7][N:8]2[C:12](=[O:13])[C:11]([CH3:15])([CH3:14])[N:10]([CH3:16])[C:9]2=[O:17])[C:4](=[O:23])[NH:3]1.[Cl:24][C:25]1[CH:26]=[CH:27][C:28]([O:31][CH:32]2[CH2:37][CH2:36][NH:35][CH2:34][CH2:33]2)=[N:29][CH:30]=1.